Dataset: Experimentally validated miRNA-target interactions with 360,000+ pairs, plus equal number of negative samples. Task: Binary Classification. Given a miRNA mature sequence and a target amino acid sequence, predict their likelihood of interaction. (1) The miRNA is mmu-miR-485-5p with sequence AGAGGCUGGCCGUGAUGAAUUC. The protein sequence of the target gene is MAMSDLPNDLVEEIISRVPVKSIRAVSSTCKNWNTLSNDHSFTRKLFGKTITTKENECLVVMMMDSKVYLMSVNLHRIHKENDDNNIKSSIMHKAKLISLNDDDILNNTYIIFHCNGLLLLLGFTDDGIKLVVTNPHLGQTRWIKPRKANYQFCDKYAIGYEKKKNNSLRTNKMLLFHKESFCFRIYWFEIYNFNSASWNVFYFTRDWELPYSQGVSLKGNTYWFAREINIRGERIDDPPDFLICFDFTTERFGPRLHLPFHSHSDDTVILSSVREEQLAVLIKRFDLWRMEIWVTTKIE.... Result: 0 (no interaction). (2) The miRNA is hsa-miR-1184 with sequence CCUGCAGCGACUUGAUGGCUUCC. The protein sequence of the target gene is MVLLGLLQSGGWVLGQAMEQVTGGNLLSTLLIACAFTLSLVYLFRLAVGHMVQLPAGAKSPPHIYSPIPFLGHAIAFGKSPIEFLENAYEKYGPVFSFTMVGKTFTYLLGSDAAALLFNSKNEDLNAEEVYGRLTTPVFGKGVAYDVPNAIFLEQKKIIKSGLNIAHFKQYVPIIEKEAKEYFQSWGESGERNVFEALSELIILTASHCLHGKEIRSQLNEKVAQLYADLDGGFTHAAWLLPAWLPLPSFRRRDRAHREIKNIFYKAIQKRRLSKEPAEDILQTLLDSTYKDGRPLTDEE.... Result: 0 (no interaction). (3) The miRNA is mmu-miR-551b-3p with sequence GCGACCCAUACUUGGUUUCAG. The protein sequence of the target gene is MDQSVAIQETLVEGEYCVIAVQGVLCKGDSRQSRLLGLVRYRLENDAQEHALFLYTHRRMAITGDDVSLDQIVPLSKDFMLEEVSPDGELYILGSDVTVQLNTAELKLVFQLPFGSHTRTFLQEVARACPGFDPETRDPEFEWLSRHTCAEPDAESPKPREWNSDPGTRSGFAPIGGSRHQSRNARRGLEDVLPRGPGYILLWGGAAEEPEFLLAEEMHEGGPVRGRRPLAGRRDEALEEADWEMSAGGGSRERDCAGVSNVDSSRPNGRGPDQPSGARCPEKPENSLTRQNKSKSDMSE.... Result: 0 (no interaction). (4) The miRNA is mmu-miR-335-3p with sequence UUUUUCAUUAUUGCUCCUGACC. The protein sequence of the target gene is MGVGRSARGRGGAASGVLLALAAALLAAGSASEYDYVSFQSDIGSYQSGRFYTKPPQCVDIPVDLRLCHNVGYKKMVLPNLLEHETMAEVKQQASSWVPLLNKNCHMGTQVFLCSLFAPVCLDRPIYPCRWLCEAVRDSCEPVMQFFGFYWPEMLKCDKFPEGDVCIAMTPPNTTEASKPQGTTVCPPCDNELKSEAIIEHLCASEFALRMKIKEVKKENGDKKIVPKKKKPLKLGPIKKKELKRLVLFLKNGADCPCHQLDNLSHNFLIMGRKVKSQYLLTAIHKWDKKNKEFKNFMKR.... Result: 1 (interaction). (5) The miRNA is hsa-miR-219a-2-3p with sequence AGAAUUGUGGCUGGACAUCUGU. The protein sequence of the target gene is MESSPIPQSSGNSSTLGRVPQTPGPSTASGVPEVGLRDVASESVALFFMLLLDLTAVAGNAAVMAVIAKTPALRKFVFVFHLCLVDLLAALTLMPLAMLSSSALFDHALFGEVACRLYLFLSVCFVSLAILSVSAINVERYYYVVHPMRYEVRMTLGLVASVLVGVWVKALAMASVPVLGRVSWEEGAPSVPPGCSLQWSHSAYCQLFVVVFAVLYFLLPLLLILVVYCSMFRVARVAAMQHGPLPTWMETPRQRSESLSSRSTMVTSSGAPQTTPHRTFGGGKAAVVLLAVGGQFLLCW.... Result: 0 (no interaction). (6) The miRNA is hsa-miR-301b-5p with sequence GCUCUGACGAGGUUGCACUACU. The protein sequence of the target gene is MQHPGPRLWLVLQVMIGSCTAISSMDLERPGDGKCQPVEIPMCKDIGYNTTRMPNLMGHENQREAAIQLHEFAPLVEYGCHSHLRFFLCSLYAPMCTEQVSTPIPACRVMCEQARLKCSPIMEQFKFRWPDSLDCSKLPNKNDPNYLCMEAPNNGSDEPSRGSGMFPPLFRPQRPHSAQEHPLKDGGPGRAGCDNPGKFHHVEKSESCAPLCTPGVDVYWSRDDKRFAVVWLAIWSVLCFFSSAFTVLTFLIDPSRFRYPERPIIFLSMCYCVYSVGYIIRLFAGAESIACDRDSGQLYV.... Result: 0 (no interaction). (7) The miRNA is mmu-miR-880-5p with sequence UACUCAGAUUGAUAUGAGUCA. The protein sequence of the target gene is MMNNSGYSDAGLGLGDETDEMPSTEKDLAEDAPWKKIQQNTFTRWCNEHLKCVGKRLTDLQRDLSDGLRLIALLEVLSQKRMYRKFHPRPNFRQMKLENVSVALEFLEREHIKLVSIDSKAIVDGNLKLILGLIWTLILHYSISMPMWEDEDDEDARKQTPKQRLLGWIQNKVPQLPITNFNRDWQDGKALGALVDNCAPGLCPDWEAWDPNQPVENAREAMQQADDWLGVPQVIAPEEIVDPNVDEHSVMTYLSQFPKAKLKPGAPVRSKQLNPKKAIAYGPGIEPQGNTVLQPAHFTV.... Result: 0 (no interaction). (8) The miRNA is hsa-miR-4508 with sequence GCGGGGCUGGGCGCGCG. The protein sequence of the target gene is MASTSTTIRSHSSSRRGFSANSARLPGVSRSGFSSISVSRSRGSGGLGGACGGAGFGSRSLYGLGGSKRISIGGGSCAISGGYGSRAGGSYGFGGAGSGFGFGGGAGIGFGLGGGAGLAGGFGGPGFPVCPPGGIQEVTVNQSLLTPLNLQIDPAIQRVRAEEREQIKTLNNKFASFIDKVRFLEQQNKVLDTKWTLLQEQGTKTVRQNLEPLFEQYINNLRRQLDSIVGERGRLDSELRNMQDLVEDLKNKYEDEINKRTAAENEFVTLKKDVDAAYMNKVELQAKADTLTDEINFLRA.... Result: 0 (no interaction). (9) The miRNA is hsa-miR-26a-1-3p with sequence CCUAUUCUUGGUUACUUGCACG. The protein sequence of the target gene is MSSEKSGLPDSVPHTSPPPYNAPQPPAEPPIPPPQTAPSSHHHHHHHYHQSGTATLPRLGAGGLASAAASAQRGPSSSATLPRPPHHAPPGPAAGAPPPGCATLPRMPPDPYLQETRFEGPLPPPPPAAAAPPPPAPAPTAQAPGFVVPTHAGAVGTLPLGGYVAPGYPLQLQPCTAYVPVYPVGTPYAGGTPGGPGVTSTLPPPPQGPGLALLEPRRPPHDYMPIAVLTTICCFWPTGIIAIFKAVQVRTALARGDLVSAEIASREARNFSFISLAVGIAAMVLCTILTVVIIIAAQHH.... Result: 0 (no interaction).